This data is from Full USPTO retrosynthesis dataset with 1.9M reactions from patents (1976-2016). The task is: Predict the reactants needed to synthesize the given product. (1) Given the product [Cl:1][C:2]1[CH:3]=[C:4]([C@@H:8]([CH2:9][C@:10]([C:11]2[O:17][C@@H:15]([CH3:16])[C@H:14]([CH2:18][CH3:19])[N:13]=2)([CH3:23])[CH2:20][CH:21]=[CH2:22])[C@H:24]([C:26]2[CH:31]=[CH:30][C:29]([Cl:32])=[CH:28][CH:27]=2)[OH:25])[CH:5]=[CH:6][CH:7]=1, predict the reactants needed to synthesize it. The reactants are: [Cl:1][C:2]1[CH:3]=[C:4]([C@H:8]([C@H:24]([C:26]2[CH:31]=[CH:30][C:29]([Cl:32])=[CH:28][CH:27]=2)[OH:25])[CH2:9][C@:10]([CH3:23])([CH2:20][CH:21]=[CH2:22])[C:11]([NH:13][C@@H:14]([CH2:18][CH3:19])[C@@H:15]([OH:17])[CH3:16])=O)[CH:5]=[CH:6][CH:7]=1. (2) The reactants are: [CH3:1][CH:2]1[C@H:10]2[N:6]([CH2:7][CH2:8][CH2:9]2)[C:5](=O)[CH:4]=[C:3]1N1CCCC1.[H-].[Al+3].[Li+].[H-].[H-].[H-].[OH-].[Na+].C([OH:27])C. Given the product [CH3:1][CH:2]1[C@H:10]2[N:6]([CH2:7][CH2:8][CH2:9]2)[CH2:5][CH2:4][C:3]1=[O:27], predict the reactants needed to synthesize it. (3) Given the product [C:1]([O:5][C:6](=[O:19])[CH2:7][C:8]1[CH:13]=[CH:12][C:11]([NH2:14])=[C:10]([O:17][CH3:18])[CH:9]=1)([CH3:3])([CH3:4])[CH3:2], predict the reactants needed to synthesize it. The reactants are: [C:1]([O:5][C:6](=[O:19])[CH2:7][C:8]1[CH:13]=[CH:12][C:11]([N+:14]([O-])=O)=[C:10]([O:17][CH3:18])[CH:9]=1)([CH3:4])([CH3:3])[CH3:2].[NH4+].[Cl-]. (4) Given the product [CH3:13][O:14][C:7](=[O:8])[CH2:6][CH2:5][CH2:4][C:3]1[CH:9]=[CH:10][CH:11]=[CH:12][C:2]=1[NH2:1], predict the reactants needed to synthesize it. The reactants are: [NH:1]1[C:7](=[O:8])[CH2:6][CH2:5][CH2:4][C:3]2[CH:9]=[CH:10][CH:11]=[CH:12][C:2]1=2.[CH3:13][OH:14]. (5) The reactants are: [Br:1][C:2]1[C:3]([CH3:9])=[CH:4][C:5](=[O:8])[NH:6][CH:7]=1.IC.[C:12](=O)([O-])[O-].[K+].[K+]. Given the product [Br:1][C:2]1[C:3]([CH3:9])=[CH:4][C:5](=[O:8])[N:6]([CH3:12])[CH:7]=1, predict the reactants needed to synthesize it. (6) Given the product [CH3:30][N:23]1[C:22]2[C:26](=[N:27][CH:28]=[N:29][C:21]=2[NH:19][CH2:18][CH:15]2[CH2:14][CH2:13][N:12]([S:9]([CH2:8][CH2:7][C:1]3[CH:6]=[CH:5][CH:4]=[CH:3][CH:2]=3)(=[O:10])=[O:11])[CH2:17][CH2:16]2)[N:25]=[CH:24]1, predict the reactants needed to synthesize it. The reactants are: [C:1]1([CH2:7][CH2:8][S:9]([N:12]2[CH2:17][CH2:16][CH:15]([CH2:18][NH2:19])[CH2:14][CH2:13]2)(=[O:11])=[O:10])[CH:6]=[CH:5][CH:4]=[CH:3][CH:2]=1.Cl[C:21]1[N:29]=[CH:28][N:27]=[C:26]2[C:22]=1[N:23]([CH3:30])[CH:24]=[N:25]2. (7) Given the product [C:22]1([CH2:21][CH2:20][O:12][C:10]2[CH:9]=[CH:8][C:6]3[N:7]=[C:3]([C:1]#[N:2])[S:4][C:5]=3[CH:11]=2)[CH:27]=[CH:26][CH:25]=[CH:24][CH:23]=1, predict the reactants needed to synthesize it. The reactants are: [C:1]([C:3]1[S:4][C:5]2[CH:11]=[C:10]([OH:12])[CH:9]=[CH:8][C:6]=2[N:7]=1)#[N:2].C(=O)([O-])[O-].[K+].[K+].Br[CH2:20][CH2:21][C:22]1[CH:27]=[CH:26][CH:25]=[CH:24][CH:23]=1.